From a dataset of Full USPTO retrosynthesis dataset with 1.9M reactions from patents (1976-2016). Predict the reactants needed to synthesize the given product. Given the product [CH3:1]/[C:2](/[CH2:6][CH2:7][CH:8]=[C:9]([CH3:11])[CH3:10])=[CH:3]\[C:4]([OH:18])=[O:5], predict the reactants needed to synthesize it. The reactants are: [CH3:1]/[C:2](/[CH2:6][CH2:7][CH:8]=[C:9]([CH3:11])[CH3:10])=[CH:3]\[CH:4]=[O:5].CC(=CC)C.Cl([O-])=[O:18].[Na+].P(O)(O)([O-])=O.[Na+].